From a dataset of hERG Central: cardiac toxicity at 1µM, 10µM, and general inhibition. Predict hERG channel inhibition at various concentrations. (1) The drug is O=C(c1ccc(-n2cncn2)c([N+](=O)[O-])c1)N1CCN(S(=O)(=O)c2ccccc2Br)CC1. Results: hERG_inhib (hERG inhibition (general)): blocker. (2) The drug is COc1ccc(C(=O)C2CCCN(Cc3cccn3-c3ccc(Cl)cn3)C2)c(OC)c1. Results: hERG_inhib (hERG inhibition (general)): blocker. (3) The drug is Cl.O=C(NC(=S)NC1CCN(Cc2ccccc2)CC1)c1ccc(F)cc1. Results: hERG_inhib (hERG inhibition (general)): blocker.